Dataset: Reaction yield outcomes from USPTO patents with 853,638 reactions. Task: Predict the reaction yield, written as a fraction of the theoretical maximum amount of product (1.0 means a 100% yield; for example, 0.34 means a 34% yield). The reactants are [Cl:1][C:2]1[CH:12]=[CH:11][CH:10]=[C:9]([Si:13]([CH3:16])([CH3:15])[CH3:14])[C:3]=1[C:4]([NH:6][CH2:7][CH3:8])=[O:5].[N+:17]([O-])([OH:19])=[O:18].S(=O)(=O)(O)O. The catalyst is C(Cl)Cl. The product is [Cl:1][C:2]1[C:3]([C:4]([NH:6][CH2:7][CH3:8])=[O:5])=[C:9]([Si:13]([CH3:15])([CH3:14])[CH3:16])[C:10]([N+:17]([O-:19])=[O:18])=[CH:11][CH:12]=1. The yield is 0.830.